From a dataset of Full USPTO retrosynthesis dataset with 1.9M reactions from patents (1976-2016). Predict the reactants needed to synthesize the given product. (1) Given the product [C:12]([C:5]1[C:6]2[C:11](=[CH:10][CH:9]=[CH:8][CH:7]=2)[C:2]([NH:1][C:40](=[O:41])[C:39]2[CH:44]=[CH:45][C:36]([C@H:33]3[O:32][CH2:31][C@H:30]([S:29][C@H:27]([CH3:28])[C@:26]([C:20]4[CH:21]=[CH:22][C:23]([F:25])=[CH:24][C:19]=4[F:18])([OH:52])[CH2:46][N:47]4[CH:51]=[N:50][CH:49]=[N:48]4)[CH2:35][O:34]3)=[CH:37][CH:38]=2)=[CH:3][CH:4]=1)#[N:13], predict the reactants needed to synthesize it. The reactants are: [NH2:1][C:2]1[C:11]2[C:6](=[CH:7][CH:8]=[CH:9][CH:10]=2)[C:5]([C:12]#[N:13])=[CH:4][CH:3]=1.C[Al](C)C.[F:18][C:19]1[CH:24]=[C:23]([F:25])[CH:22]=[CH:21][C:20]=1[C@@:26]([OH:52])([CH2:46][N:47]1[CH:51]=[N:50][CH:49]=[N:48]1)[C@H:27]([S:29][C@@H:30]1[CH2:35][O:34][C@@H:33]([C:36]2[CH:45]=[CH:44][C:39]([C:40](OC)=[O:41])=[CH:38][CH:37]=2)[O:32][CH2:31]1)[CH3:28]. (2) Given the product [N:1]1[CH:6]=[CH:5][C:4]([CH2:7][C:8]([OH:10])=[O:9])=[N:3][CH:2]=1, predict the reactants needed to synthesize it. The reactants are: [N:1]1[CH:6]=[CH:5][C:4]([CH2:7][C:8]([O:10]CC)=[O:9])=[N:3][CH:2]=1.[OH-].[Na+]. (3) Given the product [Cl:1][C:2]1[CH:9]=[C:8]([O:10][CH2:11][C:12]2[S:16][C:15]([C:17]3[CH:22]=[CH:21][C:20]([C:23]([F:24])([F:26])[F:25])=[CH:19][CH:18]=3)=[N:14][C:13]=2[CH2:27][OH:28])[CH:7]=[CH:6][C:3]=1[C:4]#[N:5], predict the reactants needed to synthesize it. The reactants are: [Cl:1][C:2]1[CH:9]=[C:8]([O:10][CH2:11][C:12]2[S:16][C:15]([C:17]3[CH:22]=[CH:21][C:20]([C:23]([F:26])([F:25])[F:24])=[CH:19][CH:18]=3)=[N:14][C:13]=2[CH2:27][O:28]C2CCCCO2)[CH:7]=[CH:6][C:3]=1[C:4]#[N:5].O.C1(C)C=CC(S(O)(=O)=O)=CC=1. (4) Given the product [F:51][CH:49]([F:50])[C:45]1[C:44]([CH:52]=[O:53])=[C:43]([N:19]2[CH2:18][CH2:17][C:15]3[N:16]=[C:11]([C:9]4[C:8]([CH3:31])=[CH:7][CH:6]=[C:5]5[C:10]=4[C:2]([CH3:1])=[N:3][N:4]5[S:32]([C:35]4[CH:41]=[CH:40][C:38]([CH3:39])=[CH:37][CH:36]=4)(=[O:33])=[O:34])[N:12]=[C:13]([N:21]4[CH2:26][CH2:25][C@@H:24]([O:27][CH3:28])[C:23]([CH3:30])([CH3:29])[CH2:22]4)[C:14]=3[CH2:20]2)[N:47]([CH3:48])[N:46]=1, predict the reactants needed to synthesize it. The reactants are: [CH3:1][C:2]1[C:10]2[C:5](=[CH:6][CH:7]=[C:8]([CH3:31])[C:9]=2[C:11]2[N:12]=[C:13]([N:21]3[CH2:26][CH2:25][C@@H:24]([O:27][CH3:28])[C:23]([CH3:30])([CH3:29])[CH2:22]3)[C:14]3[CH2:20][NH:19][CH2:18][CH2:17][C:15]=3[N:16]=2)[N:4]([S:32]([C:35]2[CH:41]=[CH:40][C:38]([CH3:39])=[CH:37][CH:36]=2)(=[O:34])=[O:33])[N:3]=1.Cl[C:43]1[N:47]([CH3:48])[N:46]=[C:45]([CH:49]([F:51])[F:50])[C:44]=1[CH:52]=[O:53].[F-].[Cs+]. (5) Given the product [CH3:11][C:8]1([CH3:12])[CH2:7][O:6][C:5]2([CH2:4][CH2:3][C:2]([CH2:15][CH2:16][NH:26][C@H:24]([C:19]3[CH:20]=[CH:21][CH:22]=[CH:23][C:18]=3[CH3:27])[CH3:25])([OH:1])[CH2:14][CH2:13]2)[O:10][CH2:9]1, predict the reactants needed to synthesize it. The reactants are: [OH:1][C:2]1([CH2:15][CH:16]=O)[CH2:14][CH2:13][C:5]2([O:10][CH2:9][C:8]([CH3:12])([CH3:11])[CH2:7][O:6]2)[CH2:4][CH2:3]1.[C:18]1([CH3:27])[CH:23]=[CH:22][CH:21]=[CH:20][C:19]=1[C@@H:24]([NH2:26])[CH3:25]. (6) Given the product [CH3:11][C:9]1[S:10][C:5]2[C:4]([NH:16][CH2:15][CH2:14][CH2:13][NH2:17])=[N:3][C:2]([N:21]3[CH2:22][C:23]4[CH:28]=[CH:27][CH:26]=[CH:25][C:24]=4[NH:18][CH2:19][CH2:20]3)=[N:7][C:6]=2[CH:8]=1, predict the reactants needed to synthesize it. The reactants are: Cl[C:2]1[N:3]=[C:4](Cl)[C:5]2[S:10][C:9]([CH3:11])=[CH:8][C:6]=2[N:7]=1.[CH2:13]([NH2:17])[CH2:14][CH2:15][NH2:16].[NH:18]1[C:24]2[CH:25]=[CH:26][CH:27]=[CH:28][C:23]=2[CH2:22][NH:21][CH2:20][CH2:19]1. (7) Given the product [CH3:36][O:37][C:38](=[O:41])[CH2:39][NH:25][C@H:21]1[CH2:22][CH2:23][CH2:24][C@H:19]([NH:18][C:16]2[C:17]3[C:9]([C:6]4[CH:5]=[CH:4][C:3]([O:2][CH3:1])=[CH:8][CH:7]=4)=[C:10]([C:26]4[CH:27]=[CH:28][CH:29]=[CH:30][CH:31]=4)[O:11][C:12]=3[N:13]=[CH:14][N:15]=2)[CH2:20]1, predict the reactants needed to synthesize it. The reactants are: [CH3:1][O:2][C:3]1[CH:8]=[CH:7][C:6]([C:9]2[C:17]3[C:16]([NH:18][C@H:19]4[CH2:24][CH2:23][CH2:22][C@H:21]([NH2:25])[CH2:20]4)=[N:15][CH:14]=[N:13][C:12]=3[O:11][C:10]=2[C:26]2[CH:31]=[CH:30][CH:29]=[CH:28][CH:27]=2)=[CH:5][CH:4]=1.C(O)(=O)C.[CH3:36][O:37][C:38](=[O:41])[CH:39]=O.C(O[BH-](OC(=O)C)OC(=O)C)(=O)C.[Na+].